Dataset: Forward reaction prediction with 1.9M reactions from USPTO patents (1976-2016). Task: Predict the product of the given reaction. Given the reactants [CH3:1][C:2]([NH:14]C(=O)C)([C:4]1[CH:9]=[CH:8][N:7]=[C:6]([C:10]([F:13])([F:12])[F:11])[N:5]=1)[CH3:3].[OH-].[Na+], predict the reaction product. The product is: [CH3:3][C:2]([NH2:14])([C:4]1[CH:9]=[CH:8][N:7]=[C:6]([C:10]([F:11])([F:13])[F:12])[N:5]=1)[CH3:1].